From a dataset of Acute oral toxicity (LD50) regression data from Zhu et al.. Regression/Classification. Given a drug SMILES string, predict its toxicity properties. Task type varies by dataset: regression for continuous values (e.g., LD50, hERG inhibition percentage) or binary classification for toxic/non-toxic outcomes (e.g., AMES mutagenicity, cardiotoxicity, hepatotoxicity). Dataset: ld50_zhu. (1) The compound is CCC(=O)N(c1ccccc1)C1CCN(CCCC(=O)c2ccc(F)cc2)C2CCCCC21. The rat oral LD50 is 3.11, given as -log10 of the dose in mol/kg body weight (higher means more acutely toxic). (2) The drug is O=C(O)C(Cl)Cl. The rat oral LD50 is 1.66, given as -log10 of the dose in mol/kg body weight (higher means more acutely toxic). (3) The molecule is N#CCCC1(CCC#N)c2ccccc2-c2ccccc21. The rat oral LD50 is 2.10, given as -log10 of the dose in mol/kg body weight (higher means more acutely toxic). (4) The molecule is CCCCCCC(=O)OCCOCCOCCOCCOC(=O)CCCCCC. The rat oral LD50 is 1.22, given as -log10 of the dose in mol/kg body weight (higher means more acutely toxic). (5) The compound is CCCCCCCC(=O)OCC. The rat oral LD50 is 0.822, given as -log10 of the dose in mol/kg body weight (higher means more acutely toxic).